From a dataset of Retrosynthesis with 50K atom-mapped reactions and 10 reaction types from USPTO. Predict the reactants needed to synthesize the given product. (1) Given the product CNCCCn1c(C=Cc2ccsc2)cc2ccccc21, predict the reactants needed to synthesize it. The reactants are: CN.OCCCn1c(C=Cc2ccsc2)cc2ccccc21. (2) Given the product Cc1ccc(S(=O)(=O)OCc2ccc(F)c(Cl)c2)cc1, predict the reactants needed to synthesize it. The reactants are: Cc1ccc(S(=O)(=O)Cl)cc1.OCc1ccc(F)c(Cl)c1. (3) Given the product CCOc1cc2c(cc1Br)C(C)CNCC2, predict the reactants needed to synthesize it. The reactants are: CCOc1cc2c(cc1Br)C(C)CN(C(=O)C(F)(F)F)CC2. (4) Given the product CC(C)(C)NS(=O)(=O)c1cc2c(s1)S(=O)(=O)NC[C@H]2O, predict the reactants needed to synthesize it. The reactants are: CC(C)(C)NS(=O)(=O)c1cc2c(s1)S(=O)(=O)NCC2=O. (5) Given the product CC(C)(C)OC(=O)N1CC[C@@H](NS(=O)(=O)c2cc([N+](=O)[O-])ccc2Br)C1, predict the reactants needed to synthesize it. The reactants are: CC(C)(C)OC(=O)N1CC[C@@H](N)C1.O=[N+]([O-])c1ccc(Br)c(S(=O)(=O)Cl)c1. (6) Given the product Cc1ccc(S(=O)(=O)n2ccc3ccc(N4CCN(c5cnccc5C)C4=O)cc32)cc1, predict the reactants needed to synthesize it. The reactants are: Cc1ccc(S(=O)(=O)n2ccc3ccc(Br)cc32)cc1.Cc1ccncc1N1CCNC1=O. (7) The reactants are: [N-]=[N+]=NC1(c2cc(Br)cs2)CCCCC1. Given the product NC1(c2cc(Br)cs2)CCCCC1, predict the reactants needed to synthesize it.